This data is from Reaction yield outcomes from USPTO patents with 853,638 reactions. The task is: Predict the reaction yield, written as a fraction of the theoretical maximum amount of product (1.0 means a 100% yield; for example, 0.34 means a 34% yield). (1) The product is [C:20]1([C:8]2[CH:7]=[CH:6][CH:5]=[C:4]3[C:9]=2[C:10]([NH:12][CH2:13][C:14]2[CH:19]=[CH:18][CH:17]=[CH:16][N:15]=2)=[N:11][C:2]([C:34]2[CH:35]=[N:36][CH:37]=[C:38]([CH:41]=2)[CH:39]=[O:40])=[N:3]3)[CH:25]=[CH:24][CH:23]=[CH:22][CH:21]=1. The reactants are Cl[C:2]1[N:11]=[C:10]([NH:12][CH2:13][C:14]2[CH:19]=[CH:18][CH:17]=[CH:16][N:15]=2)[C:9]2[C:4](=[CH:5][CH:6]=[CH:7][C:8]=2[C:20]2[CH:25]=[CH:24][CH:23]=[CH:22][CH:21]=2)[N:3]=1.CC1(C)C(C)(C)OB([C:34]2[CH:35]=[N:36][CH:37]=[C:38]([CH:41]=2)[CH:39]=[O:40])O1.C(=O)([O-])[O-].[K+].[K+]. The yield is 1.00. The catalyst is O1CCOCC1.O. (2) The reactants are [N:1]1([CH:7]2[CH2:12][CH2:11][CH:10]([C:13]([OH:15])=[O:14])[CH2:9][CH2:8]2)[CH2:5][CH2:4][CH2:3][C:2]1=[O:6].S(=O)(=O)(O)O.[C:21](=O)(O)[O-].[Na+]. The catalyst is CO. The product is [N:1]1([CH:7]2[CH2:8][CH2:9][CH:10]([C:13]([O:15][CH3:21])=[O:14])[CH2:11][CH2:12]2)[CH2:5][CH2:4][CH2:3][C:2]1=[O:6]. The yield is 0.869. (3) The reactants are C([O:3][C:4]([C:6]1[S:10][C:9]([Br:11])=[N:8][C:7]=1[CH3:12])=[O:5])C.O.[OH-].[Li+].Cl. The catalyst is O1CCCC1.O.C(OCC)(=O)C. The product is [Br:11][C:9]1[S:10][C:6]([C:4]([OH:5])=[O:3])=[C:7]([CH3:12])[N:8]=1. The yield is 0.980. (4) The reactants are [C:1]([CH:4]([CH:10]([CH3:12])[CH3:11])[C:5](OCC)=[O:6])(=O)[CH3:2].[NH2:13][C:14]([NH2:16])=[S:15]. No catalyst specified. The product is [CH3:2][C:1]1[NH:16][C:14](=[S:15])[NH:13][C:5](=[O:6])[C:4]=1[CH:10]([CH3:12])[CH3:11]. The yield is 0.560. (5) The product is [Cl:3][CH2:23][CH2:22][CH:17]1[CH2:18][CH2:19][CH2:20][C:21]2[N:13]([C:8]3[CH:9]=[CH:10][C:11]([Cl:12])=[C:6]([Cl:5])[CH:7]=3)[N:14]=[CH:15][C:16]1=2. The reactants are S(Cl)([Cl:3])=O.[Cl:5][C:6]1[CH:7]=[C:8]([N:13]2[C:21]3[CH2:20][CH2:19][CH2:18][CH:17]([CH2:22][CH2:23]O)[C:16]=3[CH:15]=[N:14]2)[CH:9]=[CH:10][C:11]=1[Cl:12]. The catalyst is C1(C)C=CC=CC=1.C(OCC)(=O)C. The yield is 0.850. (6) The reactants are [F:1][C:2]1[CH:24]=[C:23]([F:25])[CH:22]=[CH:21][C:3]=1[O:4][C:5]1[CH:6]=[C:7]2[C:11](=[CH:12][C:13]=1[C:14]([OH:16])=[O:15])[N:10]([CH2:17][CH:18]([CH3:20])[CH3:19])[N:9]=[CH:8]2.O[N:27]1[C:31](=[O:32])[CH2:30][CH2:29][C:28]1=[O:33].CCN=C=NCCCN(C)C. The catalyst is C(Cl)Cl. The product is [O:33]=[C:28]1[CH2:29][CH2:30][C:31](=[O:32])[N:27]1[O:15][C:14]([C:13]1[CH:12]=[C:11]2[C:7]([CH:8]=[N:9][N:10]2[CH2:17][CH:18]([CH3:20])[CH3:19])=[CH:6][C:5]=1[O:4][C:3]1[CH:21]=[CH:22][C:23]([F:25])=[CH:24][C:2]=1[F:1])=[O:16]. The yield is 0.810. (7) The reactants are [OH-].[Na+].[C:3]([NH:12][CH2:13][C:14]1[CH:15]=[C:16]([C:20]2[CH:25]=[CH:24][C:23]([CH:26]=[CH:27][C:28]([O:30]CC)=[O:29])=[CH:22][CH:21]=2)[CH:17]=[CH:18][CH:19]=1)(=[O:11])[CH2:4][CH2:5][CH2:6][CH2:7][CH2:8][CH2:9][CH3:10].O.C(O)(=O)C. The catalyst is O1CCCC1.CO. The product is [C:3]([NH:12][CH2:13][C:14]1[CH:15]=[C:16]([C:20]2[CH:21]=[CH:22][C:23]([CH:26]=[CH:27][C:28]([OH:30])=[O:29])=[CH:24][CH:25]=2)[CH:17]=[CH:18][CH:19]=1)(=[O:11])[CH2:4][CH2:5][CH2:6][CH2:7][CH2:8][CH2:9][CH3:10]. The yield is 0.580.